This data is from Full USPTO retrosynthesis dataset with 1.9M reactions from patents (1976-2016). The task is: Predict the reactants needed to synthesize the given product. Given the product [NH2:1][C@@H:2]([CH2:11][O:12][Si:18]([C:21]([CH3:24])([CH3:23])[CH3:22])([CH3:20])[CH3:19])[C@H:3]([C:5]1[CH:6]=[CH:7][CH:8]=[CH:9][CH:10]=1)[OH:4], predict the reactants needed to synthesize it. The reactants are: [NH2:1][C@@H:2]([CH2:11][OH:12])[C@H:3]([C:5]1[CH:10]=[CH:9][CH:8]=[CH:7][CH:6]=1)[OH:4].N1C=CN=C1.[Si:18](Cl)([C:21]([CH3:24])([CH3:23])[CH3:22])([CH3:20])[CH3:19].